From a dataset of Forward reaction prediction with 1.9M reactions from USPTO patents (1976-2016). Predict the product of the given reaction. (1) The product is: [OH:22][C:19]1[CH:18]=[CH:17][C:16]([C:15]([C:11]2[CH:12]=[CH:13][CH:14]=[C:9]([C:7](=[O:8])[C:6]3[CH:25]=[CH:26][C:3]([O:2][CH3:1])=[CH:4][CH:5]=3)[CH:10]=2)=[O:24])=[CH:21][CH:20]=1. Given the reactants [CH3:1][O:2][C:3]1[CH:26]=[CH:25][C:6]([C:7]([C:9]2[CH:14]=[CH:13][CH:12]=[C:11]([C:15](=[O:24])[C:16]3[CH:21]=[CH:20][C:19]([O:22]C)=[CH:18][CH:17]=3)[CH:10]=2)=[O:8])=[CH:5][CH:4]=1.CSC.B(F)(F)F, predict the reaction product. (2) Given the reactants Br[CH2:2][C:3]1[C:7]2[CH:8]=[C:9]([Cl:12])[CH:10]=[CH:11][C:6]=2[S:5][CH:4]=1.[N:13]1([C:19]2[N:24]=[CH:23][CH:22]=[CH:21][N:20]=2)[CH2:18][CH2:17][NH:16][CH2:15][CH2:14]1, predict the reaction product. The product is: [Cl:12][C:9]1[CH:10]=[CH:11][C:6]2[S:5][CH:4]=[C:3]([CH2:2][N:16]3[CH2:17][CH2:18][N:13]([C:19]4[N:20]=[CH:21][CH:22]=[CH:23][N:24]=4)[CH2:14][CH2:15]3)[C:7]=2[CH:8]=1. (3) Given the reactants Br[C:2]1[S:6][C:5]([C:7]2[CH:12]=[C:11]([N:13]3[CH2:18][CH2:17][N:16]([CH3:19])[CH2:15][CH2:14]3)[CH:10]=[CH:9][N:8]=2)=[CH:4][CH:3]=1.[C:20]1(B(O)O)[CH:25]=[CH:24][CH:23]=[CH:22][CH:21]=1, predict the reaction product. The product is: [CH3:19][N:16]1[CH2:17][CH2:18][N:13]([C:11]2[CH:10]=[CH:9][N:8]=[C:7]([C:5]3[S:6][C:2]([C:20]4[CH:25]=[CH:24][CH:23]=[CH:22][CH:21]=4)=[CH:3][CH:4]=3)[CH:12]=2)[CH2:14][CH2:15]1. (4) Given the reactants CS(O)(=O)=O.CS(O)(=O)=O.[NH2:11][C:12]1[C:19](=[O:20])[N:15]2[CH2:16][CH2:17][CH2:18][N:14]2[C:13]=1[NH2:21].[NH2:22][C:23]1[CH:24]=[C:25]([OH:30])[CH:26]=[CH:27][C:28]=1[CH3:29].N.OO, predict the reaction product. The product is: [NH2:21][C:13]1[N:14]2[CH2:18][CH2:17][CH2:16][N:15]2[C:19](=[O:20])[C:12]=1/[N:11]=[C:26]1/[C:25]([OH:30])=[CH:24][C:23](=[NH:22])[C:28]([CH3:29])=[CH:27]/1. (5) The product is: [CH3:1][O:2][CH:3]([CH2:12][C:13]1[N:14]=[CH:15][N:16]([C:18]([C:31]2[CH:36]=[CH:35][CH:34]=[CH:33][CH:32]=2)([C:25]2[CH:26]=[CH:27][CH:28]=[CH:29][CH:30]=2)[C:19]2[CH:24]=[CH:23][CH:22]=[CH:21][CH:20]=2)[CH:17]=1)[C:4]([O:6][CH3:7])=[O:5]. Given the reactants [CH3:1][O:2][C:3]([CH2:12][C:13]1[N:14]=[CH:15][N:16]([C:18]([C:31]2[CH:36]=[CH:35][CH:34]=[CH:33][CH:32]=2)([C:25]2[CH:30]=[CH:29][CH:28]=[CH:27][CH:26]=2)[C:19]2[CH:24]=[CH:23][CH:22]=[CH:21][CH:20]=2)[CH:17]=1)(C(OC)=O)[C:4]([O:6][CH3:7])=[O:5].[Cl-].[Na+].C(OCC)(=O)C, predict the reaction product. (6) Given the reactants CC(C)([S@@]([NH:6][C@@H:7]([C:30]([F:33])([F:32])[F:31])[C@H:8]([NH:14][C:15](=[O:29])[C:16]1[CH:21]=[CH:20][C:19]([C:22]#[C:23][C:24]#[C:25][C@@H:26]([OH:28])[CH3:27])=[CH:18][CH:17]=1)[C:9]([O:11][CH2:12][CH3:13])=[O:10])=O)C.Cl, predict the reaction product. The product is: [NH2:6][C@@H:7]([C:30]([F:31])([F:32])[F:33])[C@H:8]([NH:14][C:15](=[O:29])[C:16]1[CH:21]=[CH:20][C:19]([C:22]#[C:23][C:24]#[C:25][C@@H:26]([OH:28])[CH3:27])=[CH:18][CH:17]=1)[C:9]([O:11][CH2:12][CH3:13])=[O:10]. (7) Given the reactants [CH3:1][C:2]1([CH3:14])[CH2:6][O:5][C:4]([C:7]2[CH:12]=[CH:11][C:10]([OH:13])=[CH:9][CH:8]=2)=[N:3]1.C(=O)([O-])[O-].[K+].[K+].Br[CH2:22][CH2:23][CH2:24][Cl:25], predict the reaction product. The product is: [Cl:25][CH2:24][CH2:23][CH2:22][O:13][C:10]1[CH:11]=[CH:12][C:7]([C:4]2[O:5][CH2:6][C:2]([CH3:14])([CH3:1])[N:3]=2)=[CH:8][CH:9]=1. (8) The product is: [C:40]([NH:1][C:2]1[CH:7]=[C:6]([O:8][C:9]2[CH:14]=[CH:13][C:12]([NH:15][C:16]([C:18]3[C:19](=[O:31])[N:20]([C:25]4[CH:26]=[CH:27][CH:28]=[CH:29][CH:30]=4)[N:21]([CH3:24])[C:22]=3[CH3:23])=[O:17])=[C:11]([Cl:32])[CH:10]=2)[CH:5]=[CH:4][N:3]=1)(=[O:42])[CH3:41]. Given the reactants [NH2:1][C:2]1[CH:7]=[C:6]([O:8][C:9]2[CH:14]=[CH:13][C:12]([NH:15][C:16]([C:18]3[C:19](=[O:31])[N:20]([C:25]4[CH:30]=[CH:29][CH:28]=[CH:27][CH:26]=4)[N:21]([CH3:24])[C:22]=3[CH3:23])=[O:17])=[C:11]([Cl:32])[CH:10]=2)[CH:5]=[CH:4][N:3]=1.C(N(CC)CC)C.[C:40](OC(=O)C)(=[O:42])[CH3:41], predict the reaction product. (9) The product is: [CH3:35][O:34][C:32]([C@@:15]12[CH2:12][CH2:13][C@:14]1([CH2:28][O:29][CH3:30])[CH2:18][N:17]([C@@H:19]([C:21]1[CH:26]=[CH:25][CH:24]=[CH:23][CH:22]=1)[CH3:20])[C:16]2=[O:27])=[O:33]. Given the reactants C[Si](C)(C)[N-][Si](C)(C)C.[Li+].Br[CH2:12][CH2:13][C@:14]1([CH2:28][O:29][CH3:30])[CH2:18][N:17]([C@@H:19]([C:21]2[CH:26]=[CH:25][CH:24]=[CH:23][CH:22]=2)[CH3:20])[C:16](=[O:27])[CH2:15]1.Cl[C:32]([O:34][CH3:35])=[O:33].C(O)(=O)CC(CC(O)=O)(C(O)=O)O, predict the reaction product.